Task: Predict the reactants needed to synthesize the given product.. Dataset: Full USPTO retrosynthesis dataset with 1.9M reactions from patents (1976-2016) (1) Given the product [Cl:24][C:10]1[CH:11]=[C:12]2[C:7](=[CH:8][CH:9]=1)[N:6]=[C:5]([NH:4][CH2:1][CH3:2])[CH:14]=[C:13]2[C:15]1[CH:20]=[CH:19][C:18]([N+:21]([O-:23])=[O:22])=[CH:17][CH:16]=1, predict the reactants needed to synthesize it. The reactants are: [C:1]([NH:4][C:5]1[CH:14]=[C:13]([C:15]2[CH:20]=[CH:19][C:18]([N+:21]([O-:23])=[O:22])=[CH:17][CH:16]=2)[C:12]2[C:7](=[CH:8][CH:9]=[C:10]([Cl:24])[CH:11]=2)[N:6]=1)(=O)[CH3:2].C(O)C.Cl. (2) Given the product [CH3:9][C:10]1[CH:15]=[CH:14][CH:13]=[CH:12][C:11]=1[S:16]([NH:1][C:2]1[CH:7]=[CH:6][C:5]([CH3:8])=[CH:4][CH:3]=1)(=[O:18])=[O:17], predict the reactants needed to synthesize it. The reactants are: [NH2:1][C:2]1[CH:7]=[CH:6][C:5]([CH3:8])=[CH:4][CH:3]=1.[CH3:9][C:10]1[CH:15]=[CH:14][CH:13]=[CH:12][C:11]=1[S:16](Cl)(=[O:18])=[O:17]. (3) Given the product [CH3:1][O:2][C:3]1[CH:8]=[CH:7][C:6]([N:9]2[CH2:10][CH2:11][N:12]([C:15]3[S:17][C:19]([C:20]([O:22][CH2:23][CH3:24])=[O:21])=[C:25]([C:26]4[CH:31]=[CH:30][CH:29]=[CH:28][CH:27]=4)[N:16]=3)[CH2:13][CH2:14]2)=[CH:5][CH:4]=1, predict the reactants needed to synthesize it. The reactants are: [CH3:1][O:2][C:3]1[CH:8]=[CH:7][C:6]([N:9]2[CH2:14][CH2:13][N:12]([C:15](=[S:17])[NH2:16])[CH2:11][CH2:10]2)=[CH:5][CH:4]=1.Br[CH:19]([C:25](=O)[C:26]1[CH:31]=[CH:30][CH:29]=[CH:28][CH:27]=1)[C:20]([O:22][CH2:23][CH3:24])=[O:21].